Dataset: Forward reaction prediction with 1.9M reactions from USPTO patents (1976-2016). Task: Predict the product of the given reaction. Given the reactants [CH2:1]([NH:3][C:4]1[CH:9]=[C:8]([O:10][CH3:11])[C:7]([O:12][CH3:13])=[CH:6][C:5]=1[CH:14]1[CH2:23][CH2:22][C:21]2[CH:20]=[C:19]([O:24]C(=O)C(C)(C)C)[CH:18]=[CH:17][C:16]=2[CH2:15]1)[CH3:2].[N:31]1([CH2:38][CH2:39][O:40][C:41]2[CH:42]=[CH:43][C:44]([C:47]([O-])=O)=[N:45][CH:46]=2)[CH2:37][CH2:36][CH2:35][CH2:34][CH2:33][CH2:32]1.[Na+], predict the reaction product. The product is: [N:31]1([CH2:38][CH2:39][O:40][C:41]2[CH:42]=[CH:43][C:44]([CH2:47][N:3]([CH2:1][CH3:2])[C:4]3[CH:9]=[C:8]([O:10][CH3:11])[C:7]([O:12][CH3:13])=[CH:6][C:5]=3[CH:14]3[CH2:23][CH2:22][C:21]4[CH:20]=[C:19]([OH:24])[CH:18]=[CH:17][C:16]=4[CH2:15]3)=[N:45][CH:46]=2)[CH2:32][CH2:33][CH2:34][CH2:35][CH2:36][CH2:37]1.